From a dataset of Experimentally validated miRNA-target interactions with 360,000+ pairs, plus equal number of negative samples. Binary Classification. Given a miRNA mature sequence and a target amino acid sequence, predict their likelihood of interaction. (1) The miRNA is hsa-miR-30c-2-3p with sequence CUGGGAGAAGGCUGUUUACUCU. The protein sequence of the target gene is MLPWTALGLALSLRLALARSGAERGPPASAPRGDLMFLLDSSASVSHYEFSRVREFVGQLVAPLPLGTGALRASLVHVGSRPYTEFPFGQHSSGEAAQDAVRASAQRMGDTHTGLALVYAKEQLFAEASGARPGVPKVLVWVTDGGSSDPVGPPMQELKDLGVTVFIVSTGRGNFLELSAAASAPAEKHLHFVDVDDLHIIVQELRGSILDAMRPQQLHATEITSSGFRLAWPPLLTADSGYYVLELVPSAQPGAARRQQLPGNATDWIWAGLDPDTDYDVALVPESNVRLLRPQILRVR.... Result: 0 (no interaction). (2) The miRNA is mmu-miR-3085-3p with sequence UCUGGCUGCUAUGGCCCCCUC. The protein sequence of the target gene is MQAPHKEHLYKLLVIGDLGVGKTSIIKRYVHQNFSSHYRATIGVDFALKVLHWDPETVVRLQLWDIAGQERFGNMTRVYYREAMGAFIVFDVTRPATFEAVAKWKNDLDSKLSLPNGKPVSVVLLANKCDQGKDVLMNNGLKMDQFCKEHGFVGWFETSAKENINIDEASRCLVKHILANECDLMESIEPDVVKPHLTSTKVASCSGCAKS. Result: 0 (no interaction). (3) The miRNA is hsa-miR-1286 with sequence UGCAGGACCAAGAUGAGCCCU. The protein sequence of the target gene is MAKPTSKDSGLKEKFKILLGLGTPRPNPRSAEGKQTEFIITAEILRELSMECGLNNRIRMIGQICEVAKTKKFEEHAVEALWKAVADLLQPERPLEARHAVLALLKAIVQGQGERLGVLRALFFKVIKDYPSNEDLHERLEVFKALTDNGRHITYLEEELADFVLQWMDVGLSSEFLLVLVNLVKFNSCYLDEYIARMVQMICLLCVRTASSVDIEVSLQVLDAVVCYNCLPAESLPLFIVTLCRTINVKELCEPCWKLMRNLLGTHLGHSAIYNMCHLMEDRAYMEDAPLLRGAVFFVG.... Result: 0 (no interaction). (4) The protein sequence of the target gene is MGSAEDAVKEKLLWNVKKEVKQIMEEAVTRKFVHEDSSHIIALCGAVEACLLHQLRRRAAGFLRSDKMAALFTKVGKTCPVAEDICHKVQELQQQAEGRKPSGGSQEALRKQGSTGGKAPALSPQALKHIWVRTALMEKVLDRVVQYLAENCSKYYEKEALLADPVFGPILACLLVGPCALEYTKLKTADHYWTDPSADELVQRHRIRGPPNRQDSPAKRPALGIRKRHSSGSASEDRLAACAREYVESLHQNSRTRLLYGKNNVLVQPKEDMEAVPGYLSLHQSAENLTLKWTPNQLMN.... Result: 0 (no interaction). The miRNA is mmu-miR-3079-3p with sequence CAGGCUCAUCAGAUGAAAGUC. (5) The miRNA is hsa-miR-7160-3p with sequence CAGGGCCCUGGCUUUAGCAGA. The protein sequence of the target gene is MVSSVLEVSHVFCCPNRVRGALSWNTGPGGLLAFGTSCSVVLYDPQKKVVITNLNGHTARVNCLQWIRTEDGSPSNELVSGGSDNRVIHWELENNQVLKSVRLQGHEGPVCAVHAIYQSGPSEGEQHALIASAASDSTVRIWSKKGSEVKYLQTLSFRDGFVLSVCLAILPGTNVPVLACGDDDCRIHLYIQQDDQFQKALSLCGHEDWIRGVEWATFGRDLFLASCSQDCLIRIWRLYMKPASFETKDGSLRLKENTFTIKDGGVRTTVAVTLETVLAGHENWVNAVHWQPSFYKDGVL.... Result: 0 (no interaction).